Dataset: Catalyst prediction with 721,799 reactions and 888 catalyst types from USPTO. Task: Predict which catalyst facilitates the given reaction. Reactant: [F:1][C:2]1[CH:3]=[C:4]([C:17]2[CH:22]=[CH:21][C:20]([S:23]([CH3:26])(=[O:25])=[O:24])=[CH:19][CH:18]=2)[CH:5]=[C:6]([F:16])[C:7]=1[O:8][CH:9]1[CH2:14][CH2:13][CH:12]([OH:15])[CH2:11][CH2:10]1.CCN(CC)CC.[CH3:34][S:35](Cl)(=[O:37])=[O:36]. Product: [CH3:34][S:35]([O:15][CH:12]1[CH2:11][CH2:10][CH:9]([O:8][C:7]2[C:2]([F:1])=[CH:3][C:4]([C:17]3[CH:22]=[CH:21][C:20]([S:23]([CH3:26])(=[O:25])=[O:24])=[CH:19][CH:18]=3)=[CH:5][C:6]=2[F:16])[CH2:14][CH2:13]1)(=[O:37])=[O:36]. The catalyst class is: 2.